From a dataset of Reaction yield outcomes from USPTO patents with 853,638 reactions. Predict the reaction yield, written as a fraction of the theoretical maximum amount of product (1.0 means a 100% yield; for example, 0.34 means a 34% yield). (1) The reactants are C[O:2][C:3]1[CH:4]=[C:5]([CH2:11][CH2:12][C@H:13]2[C@@H:22]([CH3:23])[CH2:21][CH2:20][C@@H:19]3[C@:14]2([CH3:26])[CH2:15][CH2:16][CH2:17][C:18]3([CH3:25])[CH3:24])[CH:6]=[C:7]([O:9]C)[CH:8]=1.B(Br)(Br)Br.CO. The catalyst is C(Cl)Cl. The product is [CH3:23][C@H:22]1[CH2:21][CH2:20][C@@H:19]2[C@:14]([CH3:26])([CH2:15][CH2:16][CH2:17][C:18]2([CH3:25])[CH3:24])[C@H:13]1[CH2:12][CH2:11][C:5]1[CH:4]=[C:3]([OH:2])[CH:8]=[C:7]([OH:9])[CH:6]=1. The yield is 0.730. (2) The reactants are [C:1]([C:4]1[S:8][C:7]([N:9]2[CH2:13][CH2:12][N:11]([CH2:14][C:15]3[CH:20]=[CH:19][C:18]([C:21]([N:23]4CCCC[CH2:24]4)=[O:22])=[CH:17][CH:16]=3)[C:10]2=[O:29])=[N:6][C:5]=1[CH3:30])(=O)C.C([C:34]1SC(N2CCN(CC3C=CC(C(NC)=O)=CC=3)C2=O)=[N:36][C:35]=1[CH3:56])(=O)C.COC(OC)([N:61](C)C)C.O.NN. No catalyst specified. The product is [CH3:24][NH:23][C:21](=[O:22])[C:18]1[CH:19]=[CH:20][C:15]([CH2:14][N:11]2[CH2:12][CH2:13][N:9]([C:7]3[S:8][C:4]([C:1]4[NH:61][N:36]=[C:35]([CH3:56])[CH:34]=4)=[C:5]([CH3:30])[N:6]=3)[C:10]2=[O:29])=[CH:16][CH:17]=1. The yield is 0.800. (3) The reactants are C([NH:4][C:5]1[C:15]([N+:16]([O-:18])=[O:17])=[CH:14][C:13]([Cl:19])=[CH:12][C:6]=1[CH2:7][O:8]C(=O)C)(=O)C.[OH-].[Na+].Cl. The catalyst is CO.O. The product is [NH2:4][C:5]1[C:15]([N+:16]([O-:18])=[O:17])=[CH:14][C:13]([Cl:19])=[CH:12][C:6]=1[CH2:7][OH:8]. The yield is 0.730. (4) The reactants are [Cl:1][C:2]1[CH:3]=[C:4]([CH:24]=[CH:25][CH:26]=1)[CH2:5][O:6][C:7]1[CH:16]=[C:15]2[C:10]([CH2:11][CH:12]([CH2:18][C:19]([O:21][CH2:22][CH3:23])=[O:20])[C:13](=[O:17])[NH:14]2)=[CH:9][CH:8]=1.ClC1C(=O)C(C#N)=C(C#N)C(=O)C=1Cl.C([O-])(O)=O.[Na+]. The catalyst is C(Cl)(Cl)Cl. The product is [Cl:1][C:2]1[CH:3]=[C:4]([CH:24]=[CH:25][CH:26]=1)[CH2:5][O:6][C:7]1[CH:16]=[C:15]2[C:10]([CH:11]=[C:12]([CH2:18][C:19]([O:21][CH2:22][CH3:23])=[O:20])[C:13](=[O:17])[NH:14]2)=[CH:9][CH:8]=1. The yield is 0.550. (5) The reactants are [S:1]1[C:5]2[C:6]3[CH:11]=[CH:10][S:9][C:7]=3[S:8][C:4]=2[CH:3]=[C:2]1[C:12]([OH:14])=O.[Al+3].[Cl-].[Cl-].[Cl-].[C:19](Cl)(=O)[CH2:20][CH2:21][CH2:22][CH2:23][CH2:24][CH2:25]C.Cl. The catalyst is ClCCl. The product is [C:12]([C:2]1[S:1][C:5]2[C:6]3[CH:11]=[CH:10][S:9][C:7]=3[S:8][C:4]=2[CH:3]=1)(=[O:14])[CH2:19][CH2:20][CH2:21][CH2:22][CH2:23][CH2:24][CH3:25]. The yield is 0.630. (6) The reactants are [Br:1][C:2]1[CH:7]=[CH:6][C:5]([NH:8][C:9]2[C:10]([C:18]([OH:20])=O)=[CH:11][N:12]([CH3:17])[C:13](=[O:16])[C:14]=2[CH3:15])=[C:4]([F:21])[CH:3]=1.C(N1C=CN=C1)(N1C=CN=C1)=O.[C:34]1([CH2:40][S:41]([NH2:44])(=[O:43])=[O:42])[CH:39]=[CH:38][CH:37]=[CH:36][CH:35]=1.C1CCN2C(=NCCC2)CC1. The catalyst is CN(C=O)C.CCOC(C)=O.Cl. The product is [Br:1][C:2]1[CH:7]=[CH:6][C:5]([NH:8][C:9]2[C:10]([C:18]([NH:44][S:41]([CH2:40][C:34]3[CH:35]=[CH:36][CH:37]=[CH:38][CH:39]=3)(=[O:42])=[O:43])=[O:20])=[CH:11][N:12]([CH3:17])[C:13](=[O:16])[C:14]=2[CH3:15])=[C:4]([F:21])[CH:3]=1. The yield is 0.680. (7) The reactants are P(Br)(Br)[Br:2].C(Cl)Cl.[Cl:8][C:9]1[C:14]([F:15])=[CH:13][CH:12]=[C:11]([F:16])[C:10]=1[CH:17](O)[CH3:18]. The catalyst is O. The product is [Br:2][CH:17]([C:10]1[C:9]([Cl:8])=[C:14]([F:15])[CH:13]=[CH:12][C:11]=1[F:16])[CH3:18]. The yield is 0.780. (8) The reactants are [CH2:1]([O:8][C:9]1[C:10]([C:29]([N:31]([CH2:40][CH2:41]O)[CH:32]([C:34]2[CH:39]=[CH:38][CH:37]=[CH:36][CH:35]=2)[CH3:33])=[O:30])=[N:11][C:12]([CH2:16][C:17]2([C:22]3[CH:27]=[CH:26][C:25]([Cl:28])=[CH:24][CH:23]=3)[CH2:21][CH2:20][CH2:19][CH2:18]2)=[N:13][C:14]=1[OH:15])[C:2]1[CH:7]=[CH:6][CH:5]=[CH:4][CH:3]=1.C1(P(C2C=CC=CC=2)C2C=CC=CC=2)C=CC=CC=1.N(C(OC(C)C)=O)=NC(OC(C)C)=O. The catalyst is ClCCl. The product is [CH2:1]([O:8][C:9]1[C:14](=[O:15])[N:13]=[C:12]([CH2:16][C:17]2([C:22]3[CH:23]=[CH:24][C:25]([Cl:28])=[CH:26][CH:27]=3)[CH2:21][CH2:20][CH2:19][CH2:18]2)[N:11]2[CH2:41][CH2:40][N:31]([CH:32]([C:34]3[CH:35]=[CH:36][CH:37]=[CH:38][CH:39]=3)[CH3:33])[C:29](=[O:30])[C:10]=12)[C:2]1[CH:3]=[CH:4][CH:5]=[CH:6][CH:7]=1. The yield is 0.784.